From a dataset of Peptide-MHC class I binding affinity with 185,985 pairs from IEDB/IMGT. Regression. Given a peptide amino acid sequence and an MHC pseudo amino acid sequence, predict their binding affinity value. This is MHC class I binding data. (1) The peptide sequence is RARRHLAAL. The MHC is HLA-B15:42 with pseudo-sequence HLA-B15:42. The binding affinity (normalized) is 0.213. (2) The MHC is Mamu-A01 with pseudo-sequence Mamu-A01. The peptide sequence is TMSYKLAIDM. The binding affinity (normalized) is 0.0248. (3) The peptide sequence is FHKRDMRLL. The MHC is HLA-B15:01 with pseudo-sequence HLA-B15:01. The binding affinity (normalized) is 0.0847. (4) The peptide sequence is EVHYSGINY. The MHC is HLA-B58:01 with pseudo-sequence HLA-B58:01. The binding affinity (normalized) is 0.0847. (5) The peptide sequence is LDLAIQQLQNL. The MHC is Mamu-B01 with pseudo-sequence Mamu-B01. The binding affinity (normalized) is 0.0906.